From a dataset of Catalyst prediction with 721,799 reactions and 888 catalyst types from USPTO. Predict which catalyst facilitates the given reaction. (1) Reactant: C([O:5][C:6](=[O:12])[C@@H:7]([CH3:11])[C@@H:8]([NH2:10])[CH3:9])(C)(C)C.C[O:14][C:15]([C:17]1[N:18]=[C:19]([C:35]#[N:36])[C:20]2[C:25]([C:26]=1[OH:27])=[CH:24][CH:23]=[C:22]([O:28][C:29]1[CH:34]=[CH:33][CH:32]=[CH:31][CH:30]=1)[CH:21]=2)=O.C(N(CC)CC)C. Product: [C:35]([C:19]1[C:20]2[C:25](=[CH:24][CH:23]=[C:22]([O:28][C:29]3[CH:34]=[CH:33][CH:32]=[CH:31][CH:30]=3)[CH:21]=2)[C:26]([OH:27])=[C:17]([C:15]([NH:10][C@@H:8]([CH3:9])[C@H:7]([CH3:11])[C:6]([OH:5])=[O:12])=[O:14])[N:18]=1)#[N:36]. The catalyst class is: 14. (2) Reactant: [CH:1]1([C:4]([N:6]2[CH2:10][CH2:9][C@@H:8]([CH2:11][NH2:12])[CH2:7]2)=[O:5])[CH2:3][CH2:2]1.Cl[C:14]1[CH:15]=[C:16]([CH:19]=[CH:20][C:21]=1[N+:22]([O-:24])=[O:23])[C:17]#[N:18].CCN(C(C)C)C(C)C. Product: [CH:1]1([C:4]([N:6]2[CH2:10][CH2:9][C@@H:8]([CH2:11][NH:12][C:20]3[CH:19]=[C:16]([CH:15]=[CH:14][C:21]=3[N+:22]([O-:24])=[O:23])[C:17]#[N:18])[CH2:7]2)=[O:5])[CH2:2][CH2:3]1. The catalyst class is: 12. (3) Reactant: [CH3:1][C:2]12[O:9][C:6]([CH3:10])([CH:7]=[CH:8]1)[C:5](=[O:11])[CH2:4][C:3]2=[O:12].[CH3:13][O:14][CH2:15][CH2:16][O:17][CH2:18][C:19]1[N:27]=[C:26]([C:28]([F:31])([F:30])[F:29])[CH:25]=[CH:24][C:20]=1[C:21](O)=[O:22].C1(N=C=NC2CCCCC2)CCCCC1.C(N(CC)CC)C.CC(C)(O)C#N. Product: [CH3:13][O:14][CH2:15][CH2:16][O:17][CH2:18][C:19]1[C:20]([C:21]([CH:4]2[C:3](=[O:12])[C:2]3([CH3:1])[O:9][C:6]([CH3:10])([CH:7]=[CH:8]3)[C:5]2=[O:11])=[O:22])=[CH:24][CH:25]=[C:26]([C:28]([F:31])([F:29])[F:30])[N:27]=1. The catalyst class is: 10. (4) Reactant: [CH2:1]([O:3][P:4](/[CH:9]=[CH:10]/[CH:11]=[CH:12][O:13][Si](C(C)(C)C)(C1C=CC=CC=1)C1C=CC=CC=1)(=[O:8])[O:5][CH2:6][CH3:7])[CH3:2].O.O.O.[F-].C([N+](CCCC)(CCCC)CCCC)CCC. Product: [CH2:6]([O:5][P:4](/[CH:9]=[CH:10]/[CH:11]=[CH:12][OH:13])(=[O:8])[O:3][CH2:1][CH3:2])[CH3:7]. The catalyst class is: 7. (5) Reactant: [CH2:1]([O:3][P:4]([C:9]1[CH:13]=[CH:12][S:11][CH:10]=1)([O:6][CH2:7][CH3:8])=[O:5])[CH3:2].[I:14]N1C(=O)CCC1=O.P([O-])([O-])(O)=O.[Na+].[Na+].P([O-])(O)(O)=O.[Na+]. Product: [I:14][C:12]1[S:11][CH:10]=[C:9]([P:4]([O:6][CH2:7][CH3:8])([O:3][CH2:1][CH3:2])=[O:5])[CH:13]=1. The catalyst class is: 845. (6) Reactant: [CH3:1][O:2][C:3]1[CH:4]=[C:5]2[C:9](=[CH:10][CH:11]=1)[NH:8][C:7]1[C:12](=O)[CH2:13][CH2:14][CH2:15][CH2:16][C:6]2=1.Cl.[NH2:19][OH:20].C([O-])(=O)C.[Na+]. Product: [CH3:1][O:2][C:3]1[CH:4]=[C:5]2[C:9](=[CH:10][CH:11]=1)[NH:8][C:7]1[C:12](=[N:19][OH:20])[CH2:13][CH2:14][CH2:15][CH2:16][C:6]2=1. The catalyst class is: 40.